Dataset: Full USPTO retrosynthesis dataset with 1.9M reactions from patents (1976-2016). Task: Predict the reactants needed to synthesize the given product. (1) Given the product [CH2:1]([O:8][C:9](=[O:10])[NH:11][C@@H:12]([CH:16]1[CH2:18][CH2:17]1)[CH2:13][OH:14])[C:2]1[CH:7]=[CH:6][CH:5]=[CH:4][CH:3]=1, predict the reactants needed to synthesize it. The reactants are: [CH2:1]([O:8][C:9]([NH:11][C@@H:12]([CH:16]1[CH2:18][CH2:17]1)[C:13](O)=[O:14])=[O:10])[C:2]1[CH:7]=[CH:6][CH:5]=[CH:4][CH:3]=1.Cl. (2) The reactants are: [CH:1]1[C:13]2[N:12]([C:14]3[CH:19]=[CH:18][C:17]([C:20](=O)[CH3:21])=[CH:16][CH:15]=3)[C:11]3[C:6](=[CH:7][CH:8]=[CH:9][CH:10]=3)[C:5]=2[CH:4]=[CH:3][CH:2]=1.[Br:23][C:24]1[CH:29]=[CH:28][C:27]([CH:30]=O)=[CH:26][CH:25]=1.P([O-])(O[C:35]1[CH:40]=[CH:39][CH:38]=[CH:37][CH:36]=1)(O[C:35]1[CH:40]=[CH:39][CH:38]=[CH:37][CH:36]=1)=O.C1C(O)=CC=CC=1C.C([N:59](CC)CC)C.CO. Given the product [Br:23][C:24]1[CH:29]=[CH:28][C:27]([C:30]2[C:40]3[C:35](=[CH:36][CH:37]=[CH:38][CH:39]=3)[N:59]=[C:20]([C:17]3[CH:16]=[CH:15][C:14]([N:12]4[C:11]5[CH:10]=[CH:9][CH:8]=[CH:7][C:6]=5[C:5]5[C:13]4=[CH:1][CH:2]=[CH:3][CH:4]=5)=[CH:19][CH:18]=3)[CH:21]=2)=[CH:26][CH:25]=1, predict the reactants needed to synthesize it. (3) The reactants are: [Cl:1][C:2]1[CH:3]=[C:4]([C@@H:8]2[C@@H:13]([C:14]3[CH:19]=[CH:18][C:17]([Cl:20])=[CH:16][CH:15]=3)[N:12]([C@@H:21]([CH2:24][CH3:25])[CH:22]=O)[C:11](=[O:26])[C@:10]([CH2:28][C:29]([OH:31])=[O:30])([CH3:27])[CH2:9]2)[CH:5]=[CH:6][CH:7]=1.Cl.[CH3:33][NH2:34].C(O[BH-](OC(=O)C)OC(=O)C)(=O)C.[Na+]. Given the product [NH4+:12].[Cl:1][C:2]1[CH:3]=[C:4]([C@@H:8]2[C@@H:13]([C:14]3[CH:15]=[CH:16][C:17]([Cl:20])=[CH:18][CH:19]=3)[N:12]([C@@H:21]([CH2:24][CH3:25])[CH2:22][NH:34][CH3:33])[C:11](=[O:26])[C@:10]([CH2:28][C:29]([O-:31])=[O:30])([CH3:27])[CH2:9]2)[CH:5]=[CH:6][CH:7]=1, predict the reactants needed to synthesize it. (4) Given the product [F:1][C:2]1[CH:3]=[C:4]([CH:12]2[CH2:17][CH2:16][NH:15][CH2:14][CH2:13]2)[CH:5]=[C:6]([S:8]([CH3:11])(=[O:10])=[O:9])[CH:7]=1, predict the reactants needed to synthesize it. The reactants are: [F:1][C:2]1[CH:3]=[C:4]([C:12]2[CH2:13][CH2:14][NH:15][CH2:16][CH:17]=2)[CH:5]=[C:6]([S:8]([CH3:11])(=[O:10])=[O:9])[CH:7]=1.C(O)=O. (5) Given the product [NH2:64][C:63]1[S:62][C:61]([C:72]2[C:73]([F:79])=[CH:74][CH:75]=[CH:76][C:77]=2[F:78])=[N:60][C:59]=1[C:57]([NH:56][C:51]1[CH:52]=[N:53][N:54]([CH3:55])[C:50]=1[N:46]1[CH2:47][CH2:48][CH2:49][C@H:43]([N:42]([CH2:80][CH:81]2[CH2:84][O:83][CH2:82]2)[CH2:41][CH:39]2[CH2:38][O:37][CH2:40]2)[CH2:44][CH2:45]1)=[O:58], predict the reactants needed to synthesize it. The reactants are: NC1SC(C2C(F)=CC=CC=2F)=NC=1C(NC1C=NN(C)C=1N1CCC[C@H](NCC2COC2)CC1)=O.[O:37]1[CH2:40][CH:39]([CH2:41][N:42]([CH2:80][CH:81]2[CH2:84][O:83][CH2:82]2)[C@@H:43]2[CH2:49][CH2:48][CH2:47][N:46]([C:50]3[N:54]([CH3:55])[N:53]=[CH:52][C:51]=3[NH:56][C:57]([C:59]3[N:60]=[C:61]([C:72]4[C:77]([F:78])=[CH:76][CH:75]=[CH:74][C:73]=4[F:79])[S:62][C:63]=3[NH:64]C(=O)OC(C)(C)C)=[O:58])[CH2:45][CH2:44]2)[CH2:38]1. (6) Given the product [NH2:17][C:14]1[CH:15]=[CH:16][C:11]([S:8]([NH:7][C:2]2[CH:3]=[CH:4][CH:5]=[CH:6][N:1]=2)(=[O:10])=[O:9])=[CH:12][CH:13]=1, predict the reactants needed to synthesize it. The reactants are: [N:1]1[CH:6]=[CH:5][CH:4]=[CH:3][C:2]=1[NH:7][S:8]([C:11]1[CH:16]=[CH:15][C:14]([NH:17]C(=O)C)=[CH:13][CH:12]=1)(=[O:10])=[O:9].[OH-].[Na+]. (7) Given the product [Br:8][C:5]1[CH:6]=[CH:7][C:2]([C:16](=[O:17])[C:15]([F:22])([F:21])[F:14])=[N:3][CH:4]=1, predict the reactants needed to synthesize it. The reactants are: Br[C:2]1[CH:7]=[CH:6][C:5]([Br:8])=[CH:4][N:3]=1.[Li]CCCC.[F:14][C:15]([F:22])([F:21])[C:16](OCC)=[O:17].